From a dataset of Catalyst prediction with 721,799 reactions and 888 catalyst types from USPTO. Predict which catalyst facilitates the given reaction. (1) Reactant: C[O:2][C:3](=[O:30])[C@@H:4]([N:9]1[CH2:13][C:12]([O:14][C:15]2[CH:20]=[CH:19][C:18]([CH2:21][C@H:22]3[CH2:26][O:25][C:24]([CH3:28])([CH3:27])[O:23]3)=[CH:17][CH:16]=2)=[CH:11][C:10]1=[O:29])[CH2:5][CH:6]([CH3:8])[CH3:7].O.[OH-].[Li+]. Product: [CH3:28][C:24]1([CH3:27])[O:23][C@@H:22]([CH2:21][C:18]2[CH:19]=[CH:20][C:15]([O:14][C:12]3[CH2:13][N:9]([C@@H:4]([CH2:5][CH:6]([CH3:8])[CH3:7])[C:3]([OH:30])=[O:2])[C:10](=[O:29])[CH:11]=3)=[CH:16][CH:17]=2)[CH2:26][O:25]1. The catalyst class is: 30. (2) Reactant: [Cl:1][C:2]1[N:7]=[C:6]2[C:8](I)=[N:9][N:10]([CH3:11])[C:5]2=[CH:4][CH:3]=1.Cl[C:14]1[CH:15]=CC2[C:18](=[C:20](I)[N:21]([CH3:23])N=2)[N:19]=1.CN1CCNCC1.N1CCC[C@H]1C(O)=O. Product: [Cl:1][C:2]1[N:7]=[C:6]2[C:8]([N:19]3[CH2:14][CH2:15][N:21]([CH3:23])[CH2:20][CH2:18]3)=[N:9][N:10]([CH3:11])[C:5]2=[CH:4][CH:3]=1. The catalyst class is: 205. (3) Reactant: [CH2:1]([O:3][C:4]([C:6]1[C:7]2[S:15][CH:14]=[C:13]([CH2:16][O:17][C:18]3[CH:23]=[CH:22][CH:21]=[C:20]([N+:24]([O-])=O)[CH:19]=3)[C:8]=2[C:9]([Cl:12])=[N:10][CH:11]=1)=[O:5])[CH3:2].[H][H]. Product: [CH2:1]([O:3][C:4]([C:6]1[C:7]2[S:15][CH:14]=[C:13]([CH2:16][O:17][C:18]3[CH:23]=[CH:22][CH:21]=[C:20]([NH2:24])[CH:19]=3)[C:8]=2[C:9]([Cl:12])=[N:10][CH:11]=1)=[O:5])[CH3:2]. The catalyst class is: 123. (4) Reactant: C(OC(=O)[NH:7][C:8]1[CH:13]=[C:12]([NH:14][CH2:15][CH:16]([CH3:18])[CH3:17])[C:11]([C:19]([F:22])([F:21])[F:20])=[CH:10][C:9]=1[NH:23][C:24](=[O:39])[CH2:25][C:26](=O)[C:27]1[CH:32]=[CH:31][CH:30]=[C:29]([N:33]2[CH:37]=[CH:36][N:35]=[N:34]2)[CH:28]=1)(C)(C)C.C(O)(C(F)(F)F)=O. Product: [CH2:15]([NH:14][C:12]1[C:11]([C:19]([F:20])([F:21])[F:22])=[CH:10][C:9]2[NH:23][C:24](=[O:39])[CH2:25][C:26]([C:27]3[CH:32]=[CH:31][CH:30]=[C:29]([N:33]4[CH:37]=[CH:36][N:35]=[N:34]4)[CH:28]=3)=[N:7][C:8]=2[CH:13]=1)[CH:16]([CH3:17])[CH3:18]. The catalyst class is: 2. (5) Reactant: C([O:3][C:4](=[O:36])[C:5]([CH2:21][C:22]1[CH:27]=[CH:26][C:25]([O:28][CH2:29][CH2:30][N:31]([CH2:34][CH3:35])[CH2:32][CH3:33])=[CH:24][CH:23]=1)([S:10]([C:13]1[CH:18]=[CH:17][C:16]([O:19][CH3:20])=[CH:15][CH:14]=1)(=[O:12])=[O:11])[CH2:6][CH2:7][CH2:8][CH3:9])C. Product: [CH2:34]([N:31]([CH2:32][CH3:33])[CH2:30][CH2:29][O:28][C:25]1[CH:24]=[CH:23][C:22]([CH2:21][C:5]([S:10]([C:13]2[CH:14]=[CH:15][C:16]([O:19][CH3:20])=[CH:17][CH:18]=2)(=[O:11])=[O:12])([CH2:6][CH2:7][CH2:8][CH3:9])[C:4]([OH:36])=[O:3])=[CH:27][CH:26]=1)[CH3:35]. The catalyst class is: 273. (6) Reactant: [Br:1][C:2]1[CH:23]=[CH:22][C:5]2[O:6][CH2:7][CH:8]([O:11][Si](C(C)C)(C(C)C)C(C)C)[CH2:9][O:10][C:4]=2[CH:3]=1.[F-].C([N+](CCCC)(CCCC)CCCC)CCC. Product: [Br:1][C:2]1[CH:23]=[CH:22][C:5]2[O:6][CH2:7][CH:8]([OH:11])[CH2:9][O:10][C:4]=2[CH:3]=1. The catalyst class is: 7. (7) The catalyst class is: 399. Reactant: [NH2:1][C:2]1[CH:6]=[C:5]([C:7]2[CH:12]=[CH:11][C:10]([F:13])=[CH:9][CH:8]=2)[S:4][C:3]=1[C:14]([OH:16])=O.Cl.Cl.[N:19]1([CH:24]([C:26]2[CH:31]=[CH:30][C:29]([CH2:32][CH2:33][NH2:34])=[CH:28][CH:27]=2)[CH3:25])[CH2:23][CH2:22][CH2:21][CH2:20]1.ON1C2C=CC=CC=2N=N1.C(N(CC)C(C)C)(C)C.Cl.CN(C)CCCN=C=NCC. Product: [NH2:1][C:2]1[CH:6]=[C:5]([C:7]2[CH:8]=[CH:9][C:10]([F:13])=[CH:11][CH:12]=2)[S:4][C:3]=1[C:14]([NH:34][CH2:33][CH2:32][C:29]1[CH:28]=[CH:27][C:26]([CH:24]([N:19]2[CH2:23][CH2:22][CH2:21][CH2:20]2)[CH3:25])=[CH:31][CH:30]=1)=[O:16].